Dataset: Reaction yield outcomes from USPTO patents with 853,638 reactions. Task: Predict the reaction yield, written as a fraction of the theoretical maximum amount of product (1.0 means a 100% yield; for example, 0.34 means a 34% yield). (1) The reactants are [CH3:1][CH:2]([C:4]1[N:5]=[C:6]([C:14]2[CH:19]=[CH:18][C:17]([C:20]([F:23])([F:22])[F:21])=[CH:16][CH:15]=2)[S:7][C:8]=1[C:9](OCC)=[O:10])[CH3:3].[H-].[Al+3].[Li+].[H-].[H-].[H-].O.[OH-].[Na+]. The catalyst is C1COCC1. The product is [CH3:3][CH:2]([C:4]1[N:5]=[C:6]([C:14]2[CH:19]=[CH:18][C:17]([C:20]([F:23])([F:21])[F:22])=[CH:16][CH:15]=2)[S:7][C:8]=1[CH2:9][OH:10])[CH3:1]. The yield is 0.910. (2) The reactants are [CH2:1]([NH:8][C:9]1[CH:14]=[CH:13][C:12]([CH2:15][C:16](Cl)=[N:17][OH:18])=[CH:11][CH:10]=1)[C:2]1[CH:7]=[CH:6][CH:5]=[CH:4][CH:3]=1.[C:20]([C:22]1[C:23]([NH2:29])=[N:24][C:25]([NH2:28])=[CH:26][CH:27]=1)#[CH:21].C(N(CC)CC)C. The catalyst is O1CCCC1. The product is [CH2:1]([NH:8][C:9]1[CH:14]=[CH:13][C:12]([CH2:15][C:16]2[CH:21]=[C:20]([C:22]3[C:23]([NH2:29])=[N:24][C:25]([NH2:28])=[CH:26][CH:27]=3)[O:18][N:17]=2)=[CH:11][CH:10]=1)[C:2]1[CH:7]=[CH:6][CH:5]=[CH:4][CH:3]=1. The yield is 0.0840. (3) The product is [CH2:39]([C:38]([C:35]1[CH:34]=[CH:33][C:32]([CH2:31][CH:20]([NH:21][S:22]([C:25]2[CH:26]=[N:27][CH:28]=[CH:29][CH:30]=2)(=[O:24])=[O:23])[C:16]2[N:15]=[C:14]([NH:13][CH2:44][C:45]([OH:47])=[O:46])[CH:19]=[CH:18][CH:17]=2)=[CH:37][CH:36]=1)([CH3:41])[CH2:42][CH3:43])[CH3:40]. The catalyst is O. The yield is 0.810. The reactants are O1CCCC1.C(OC([N:13]([CH2:44][C:45]([O:47]C(C)(C)C)=[O:46])[C:14]1[CH:19]=[CH:18][CH:17]=[C:16]([CH:20]([CH2:31][C:32]2[CH:37]=[CH:36][C:35]([C:38]([CH2:42][CH3:43])([CH3:41])[CH2:39][CH3:40])=[CH:34][CH:33]=2)[NH:21][S:22]([C:25]2[CH:26]=[N:27][CH:28]=[CH:29][CH:30]=2)(=[O:24])=[O:23])[N:15]=1)=O)(C)(C)C.Cl.[OH-].[Na+]. (4) The reactants are Cl.[F:2][C:3]1([F:7])[CH2:6][NH:5][CH2:4]1.CCN(C(C)C)C(C)C.CN(C(ON1N=NC2C=CC=NC1=2)=[N+](C)C)C.F[P-](F)(F)(F)(F)F.[Br:41][C:42]1[CH:43]=[CH:44][C:45]2[C:51]3[S:52][C:53]([C:55]([N:57]([C:59]4[CH:60]=[C:61]([CH:65]=[CH:66][C:67]=4[Cl:68])[C:62](O)=[O:63])[CH3:58])=[O:56])=[CH:54][C:50]=3[CH2:49][CH2:48][O:47][C:46]=2[CH:69]=1. The catalyst is C1COCC1.O. The product is [Br:41][C:42]1[CH:43]=[CH:44][C:45]2[C:51]3[S:52][C:53]([C:55]([N:57]([C:59]4[CH:60]=[C:61]([C:62]([N:5]5[CH2:6][C:3]([F:7])([F:2])[CH2:4]5)=[O:63])[CH:65]=[CH:66][C:67]=4[Cl:68])[CH3:58])=[O:56])=[CH:54][C:50]=3[CH2:49][CH2:48][O:47][C:46]=2[CH:69]=1. The yield is 0.930. (5) The reactants are C(OC1C2C=CC=CC=2C2[C@H](C[Cl:15])CNC=2C=1)(=O)C.C(N(CC)CC)C.[C:27]([O:30][C:31]1[CH:32]=[C:33]2[N:43](C([O-])=O)[CH2:42][C@@H:41]([CH2:47][Cl:48])[C:34]2=[C:35]2[C:39]=1[NH:38][CH:37]=[C:36]2[CH3:40])(=[O:29])[CH3:28].CC(C)=O. The catalyst is C1COCC1. The product is [ClH:15].[C:27]([O:30][C:31]1[CH:32]=[C:33]2[C:34]([C@H:41]([CH2:47][Cl:48])[CH2:42][NH:43]2)=[C:35]2[C:36]([CH3:40])=[CH:37][NH:38][C:39]=12)(=[O:29])[CH3:28]. The yield is 0.940. (6) The catalyst is N1C=CC=CC=1.[OH-].[NH4+].C(OCC)(=O)C.O. The yield is 0.590. The reactants are [N:1]([CH:4]1[CH:9]=[C:8]([C:10]2[CH:15]=[CH:14][N:13]=[CH:12][C:11]=2[N+:16]([O-:18])=[O:17])[CH2:7][CH:6]([CH3:19])[CH:5]1[OH:20])=[N+]=[N-].CP(C)C.CCO.[CH3:28][C:29]([O:32][C:33](O[C:33]([O:32][C:29]([CH3:31])([CH3:30])[CH3:28])=[O:34])=[O:34])([CH3:31])[CH3:30]. The product is [OH:20][CH:5]1[CH:4]([NH:1][C:33](=[O:34])[O:32][C:29]([CH3:31])([CH3:30])[CH3:28])[CH:9]=[C:8]([C:10]2[CH:15]=[CH:14][N:13]=[CH:12][C:11]=2[N+:16]([O-:18])=[O:17])[CH2:7][CH:6]1[CH3:19].